From a dataset of Forward reaction prediction with 1.9M reactions from USPTO patents (1976-2016). Predict the product of the given reaction. (1) Given the reactants [CH2:1]([O:8][C@@H:9]1[CH2:12][C@H:11]([N:13]2[C:17]3[CH:18]=[C:19]([F:22])[CH:20]=[CH:21][C:16]=3[N:15]=[C:14]2[C@@H:23]([NH2:25])[CH3:24])[CH2:10]1)[C:2]1[CH:7]=[CH:6][CH:5]=[CH:4][CH:3]=1.Cl[C:27]1[N:35]=[CH:34][N:33]=[C:32]2[C:28]=1[N:29]=[CH:30][N:31]2C1CCCCO1.CCN(C(C)C)C(C)C, predict the reaction product. The product is: [CH2:1]([O:8][C@@H:9]1[CH2:12][C@H:11]([N:13]2[C:17]3[CH:18]=[C:19]([F:22])[CH:20]=[CH:21][C:16]=3[N:15]=[C:14]2[C@@H:23]([NH:25][C:27]2[N:35]=[CH:34][N:33]=[C:32]3[C:28]=2[N:29]=[CH:30][NH:31]3)[CH3:24])[CH2:10]1)[C:2]1[CH:3]=[CH:4][CH:5]=[CH:6][CH:7]=1. (2) Given the reactants [CH2:1]([N:3]([C:29](=O)[C:30]1[CH:35]=[CH:34][C:33]([OH:36])=[CH:32][CH:31]=1)[C:4]1[CH:9]=[C:8]([O:10][CH3:11])[CH:7]=[CH:6][C:5]=1[C@@H:12]1[CH2:21][CH2:20][C:19]2[CH:18]=[C:17]([O:22]C(=O)C(C)(C)C)[CH:16]=[CH:15][C:14]=2[CH2:13]1)[CH3:2].Cl[CH2:39][C:40]([N:42]1[CH2:46][CH2:45][CH2:44][CH2:43]1)=O, predict the reaction product. The product is: [CH2:1]([N:3]([CH2:29][C:30]1[CH:31]=[CH:32][C:33]([O:36][CH2:39][CH2:40][N:42]2[CH2:46][CH2:45][CH2:44][CH2:43]2)=[CH:34][CH:35]=1)[C:4]1[CH:9]=[C:8]([O:10][CH3:11])[CH:7]=[CH:6][C:5]=1[C@@H:12]1[CH2:21][CH2:20][C:19]2[CH:18]=[C:17]([OH:22])[CH:16]=[CH:15][C:14]=2[CH2:13]1)[CH3:2]. (3) Given the reactants [C:1]([CH:4]([C:21](=[O:24])[CH2:22][CH3:23])[CH2:5][C:6]([C:8]1[CH:9]=[C:10]2[C:15](=[C:16]([F:18])[CH:17]=1)[O:14][CH2:13][CH2:12][C:11]2([CH3:20])[CH3:19])=O)(=O)[CH3:2].[NH2:25][C:26]1[CH:31]=[CH:30][C:29]([S:32]([NH2:35])(=[O:34])=[O:33])=[CH:28][CH:27]=1.N, predict the reaction product. The product is: [F:18][C:16]1[CH:17]=[C:8]([C:6]2[N:25]([C:26]3[CH:31]=[CH:30][C:29]([S:32]([NH2:35])(=[O:33])=[O:34])=[CH:28][CH:27]=3)[C:1]([CH3:2])=[C:4]([C:21](=[O:24])[CH2:22][CH3:23])[CH:5]=2)[CH:9]=[C:10]2[C:15]=1[O:14][CH2:13][CH2:12][C:11]2([CH3:19])[CH3:20].